Dataset: Forward reaction prediction with 1.9M reactions from USPTO patents (1976-2016). Task: Predict the product of the given reaction. Given the reactants Cl[CH2:2][CH2:3][C:4]([N:6]([C:9]1[C:10]([Cl:20])=[N:11][N:12]([C:14]2[CH:15]=[N:16][CH:17]=[CH:18][CH:19]=2)[CH:13]=1)[CH2:7][CH3:8])=[O:5].CCN(C(C)C)C(C)C.[F:30][CH:31]([F:34])[CH2:32][NH2:33], predict the reaction product. The product is: [Cl:20][C:10]1[C:9]([N:6]([CH2:7][CH3:8])[C:4](=[O:5])[CH2:3][CH2:2][NH:33][CH2:32][CH:31]([F:34])[F:30])=[CH:13][N:12]([C:14]2[CH:15]=[N:16][CH:17]=[CH:18][CH:19]=2)[N:11]=1.